From a dataset of Catalyst prediction with 721,799 reactions and 888 catalyst types from USPTO. Predict which catalyst facilitates the given reaction. (1) Reactant: [N+:1]([C:4]1[CH:9]=[CH:8][CH:7]=[CH:6][C:5]=1[C:10](=[O:42])[CH2:11][N:12]1[C:21](=[O:22])[C:20]2[N:19]([CH2:23]/[CH:24]=[CH:25]/[CH3:26])[C:18]([N:27]3[CH2:32][CH2:31][CH2:30][C@@H:29]([NH:33][C:34]([O:36][C:37]([CH3:40])([CH3:39])[CH3:38])=[O:35])[CH2:28]3)=[N:17][C:16]=2[N:15]([CH3:41])[C:13]1=[O:14])([O-])=O.O.C(O)(=O)C. Product: [NH2:1][C:4]1[CH:9]=[CH:8][CH:7]=[CH:6][C:5]=1[C:10](=[O:42])[CH2:11][N:12]1[C:21](=[O:22])[C:20]2[N:19]([CH2:23]/[CH:24]=[CH:25]/[CH3:26])[C:18]([N:27]3[CH2:32][CH2:31][CH2:30][C@@H:29]([NH:33][C:34]([O:36][C:37]([CH3:39])([CH3:38])[CH3:40])=[O:35])[CH2:28]3)=[N:17][C:16]=2[N:15]([CH3:41])[C:13]1=[O:14]. The catalyst class is: 186. (2) Reactant: [F:1][C:2]1[CH:20]=[CH:19][CH:18]=[CH:17][C:3]=1[CH2:4][O:5][C:6]1[CH:7]=[C:8]([CH:13]=[C:14]([OH:16])[CH:15]=1)[C:9]([O:11][CH3:12])=[O:10].Br[CH2:22][C:23]([O:25][C:26]([CH3:29])([CH3:28])[CH3:27])=[O:24].C(=O)([O-])[O-].[K+].[K+]. Product: [C:26]([O:25][C:23](=[O:24])[CH2:22][O:16][C:14]1[CH:13]=[C:8]([CH:7]=[C:6]([O:5][CH2:4][C:3]2[CH:17]=[CH:18][CH:19]=[CH:20][C:2]=2[F:1])[CH:15]=1)[C:9]([O:11][CH3:12])=[O:10])([CH3:29])([CH3:28])[CH3:27]. The catalyst class is: 9. (3) Reactant: Cl[C:2]1[CH:7]=[C:6]([NH:8][C:9]2[CH:14]=[CH:13][CH:12]=[CH:11][N:10]=2)[N:5]=[C:4]([S:15][C:16]2[CH:21]=[CH:20][C:19]([NH:22][C:23](=[O:29])[CH2:24][C:25]([F:28])([F:27])[F:26])=[CH:18][CH:17]=2)[N:3]=1.[F:30][C@H:31]1[CH2:35][CH2:34][NH:33][CH2:32]1.Cl.CCN(C(C)C)C(C)C. Product: [F:27][C:25]([F:28])([F:26])[CH2:24][C:23]([NH:22][C:19]1[CH:20]=[CH:21][C:16]([S:15][C:4]2[N:3]=[C:2]([N:33]3[CH2:34][CH2:35][C@H:31]([F:30])[CH2:32]3)[CH:7]=[C:6]([NH:8][C:9]3[CH:14]=[CH:13][CH:12]=[CH:11][N:10]=3)[N:5]=2)=[CH:17][CH:18]=1)=[O:29]. The catalyst class is: 12.